This data is from Reaction yield outcomes from USPTO patents with 853,638 reactions. The task is: Predict the reaction yield, written as a fraction of the theoretical maximum amount of product (1.0 means a 100% yield; for example, 0.34 means a 34% yield). (1) The reactants are Cl.Cl.[CH:3]([N:16]1[CH2:21][C@@H:20]2[CH2:22][C@H:17]1[CH2:18][NH:19]2)([C:10]1[CH:15]=[CH:14][CH:13]=[CH:12][CH:11]=1)[C:4]1[CH:9]=[CH:8][CH:7]=[CH:6][CH:5]=1.CS([C:27]1[N:32]=[CH:31][C:30]([C:33]([O:35][CH2:36][CH3:37])=[O:34])=[CH:29][N:28]=1)(=O)=O.C(=O)([O-])[O-].[K+].[K+]. The catalyst is COCCOC. The product is [CH:3]([N:16]1[CH2:21][C@@H:20]2[CH2:22][C@H:17]1[CH2:18][N:19]2[C:27]1[N:28]=[CH:29][C:30]([C:33]([O:35][CH2:36][CH3:37])=[O:34])=[CH:31][N:32]=1)([C:10]1[CH:15]=[CH:14][CH:13]=[CH:12][CH:11]=1)[C:4]1[CH:5]=[CH:6][CH:7]=[CH:8][CH:9]=1. The yield is 0.640. (2) The yield is 0.790. The reactants are [F:1][C:2]1[CH:7]=[CH:6][CH:5]=[CH:4][C:3]=1[NH:8][C:9](=[O:26])[NH:10][C:11]1[CH:16]=[CH:15][C:14]([CH2:17][C:18]([O:20]C(C)(C)C)=[O:19])=[CH:13][C:12]=1[CH3:25].C(O)(C(F)(F)F)=O. The catalyst is C(Cl)Cl. The product is [F:1][C:2]1[CH:7]=[CH:6][CH:5]=[CH:4][C:3]=1[NH:8][C:9](=[O:26])[NH:10][C:11]1[CH:16]=[CH:15][C:14]([CH2:17][C:18]([OH:20])=[O:19])=[CH:13][C:12]=1[CH3:25]. (3) The reactants are CON(C)[C:4]([C:6]1[N:7]=[N:8][CH:9]=[CH:10][CH:11]=1)=[O:5].[CH3:13]OC1C=CC(P2(SP(C3C=CC(OC)=CC=3)(=S)S2)=S)=CC=1. The catalyst is O1CCOCC1. The product is [N:8]1[CH:9]=[CH:10][CH:11]=[C:6]([CH:4]([OH:5])[CH3:13])[N:7]=1. The yield is 0.960. (4) The reactants are [CH:1]1([NH2:7])[CH2:6][CH2:5][CH2:4][CH2:3][CH2:2]1.[CH2:8]([O:10][C:11](=[O:15])[CH2:12][CH2:13]Cl)[CH3:9].C([O-])([O-])=O.[K+].[K+]. The product is [CH2:8]([O:10][C:11](=[O:15])[CH2:12][CH2:13][NH:7][CH:1]1[CH2:6][CH2:5][CH2:4][CH2:3][CH2:2]1)[CH3:9]. The catalyst is [I-].C([N+](CCCC)(CCCC)CCCC)CCC. The yield is 0.720. (5) The catalyst is O1CCCC1. The product is [F:12][C:2]1([F:1])[O:3][C:4]2[CH:10]=[C:9]([OH:11])[C:8]([C:28]3([OH:35])[C:29]4[C:34](=[CH:33][CH:32]=[CH:31][CH:30]=4)[N:26]([CH2:25][C:23]4[O:24][C:20]([C:19]([F:38])([F:37])[F:18])=[CH:21][CH:22]=4)[C:27]3=[O:36])=[CH:7][C:5]=2[O:6]1. The yield is 0.730. The reactants are [F:1][C:2]1([F:12])[O:6][C:5]2[CH:7]=[CH:8][C:9]([OH:11])=[CH:10][C:4]=2[O:3]1.C([Mg]Cl)(C)C.[F:18][C:19]([F:38])([F:37])[C:20]1[O:24][C:23]([CH2:25][N:26]2[C:34]3[C:29](=[CH:30][CH:31]=[CH:32][CH:33]=3)[C:28](=[O:35])[C:27]2=[O:36])=[CH:22][CH:21]=1.[Cl-].[NH4+]. (6) The reactants are [CH2:1]([N:8]1[C:12](I)=[C:11]([CH:14]=[O:15])[CH:10]=[C:9]1[C:16]([O:18][CH3:19])=[O:17])[C:2]1[CH:7]=[CH:6][CH:5]=[CH:4][CH:3]=1.[C:20]1([C:26]([C:30]2[CH:35]=[CH:34][CH:33]=[CH:32][CH:31]=2)([OH:29])[C:27]#[CH:28])[CH:25]=[CH:24][CH:23]=[CH:22][CH:21]=1.C1C=CC(P(C2C=CC=CC=2)C2C=CC=CC=2)=CC=1.CCN(CC)CC. The catalyst is CN(C=O)C.[Cu]I.Cl[Pd](Cl)([P](C1C=CC=CC=1)(C1C=CC=CC=1)C1C=CC=CC=1)[P](C1C=CC=CC=1)(C1C=CC=CC=1)C1C=CC=CC=1. The product is [CH2:1]([N:8]1[C:12]([C:28]#[C:27][C:26]([OH:29])([C:20]2[CH:25]=[CH:24][CH:23]=[CH:22][CH:21]=2)[C:30]2[CH:35]=[CH:34][CH:33]=[CH:32][CH:31]=2)=[C:11]([CH:14]=[O:15])[CH:10]=[C:9]1[C:16]([O:18][CH3:19])=[O:17])[C:2]1[CH:7]=[CH:6][CH:5]=[CH:4][CH:3]=1. The yield is 0.870. (7) The product is [O:21]1[C:22]2[C:14]([CH:11]3[CH2:12][CH2:13][NH:8][CH2:9][CH2:10]3)=[CH:15][CH:16]=[CH:17][C:18]=2[CH2:19][CH2:20]1. The yield is 0.810. The catalyst is CCO.Cl.[Pd]. The reactants are C([N:8]1[CH2:13][CH:12]=[C:11]([C:14]2[C:22]3[O:21][CH2:20][CH2:19][C:18]=3[CH:17]=[C:16](Br)[CH:15]=2)[CH2:10][CH2:9]1)C1C=CC=CC=1. (8) The catalyst is C1(C)C=CC=CC=1. The yield is 0.920. The reactants are O=S(Cl)[Cl:3].[C:5]1([CH2:11][CH2:12][CH2:13][CH2:14][C:15]2[O:19][C:18]([C:20]([OH:22])=O)=[CH:17][CH:16]=2)[CH:10]=[CH:9][CH:8]=[CH:7][CH:6]=1. The product is [C:5]1([CH2:11][CH2:12][CH2:13][CH2:14][C:15]2[O:19][C:18]([C:20]([Cl:3])=[O:22])=[CH:17][CH:16]=2)[CH:10]=[CH:9][CH:8]=[CH:7][CH:6]=1. (9) The reactants are [NH2:1][CH:2]1[CH2:11][C:10]2[C:5](=[CH:6][CH:7]=[C:8]([C:12]3[CH:17]=[CH:16][CH:15]=[CH:14][CH:13]=3)[N:9]=2)[N:4]([CH2:18][C:19]2[CH:24]=[CH:23][CH:22]=[CH:21][CH:20]=2)[C:3]1=[O:25].CCN(C(C)C)C(C)C.[C:35]1([S:41](Cl)(=[O:43])=[O:42])[CH:40]=[CH:39][CH:38]=[CH:37][CH:36]=1. The catalyst is CC#N. The product is [CH2:18]([N:4]1[C:5]2[C:10](=[N:9][C:8]([C:12]3[CH:17]=[CH:16][CH:15]=[CH:14][CH:13]=3)=[CH:7][CH:6]=2)[CH2:11][CH:2]([NH:1][S:41]([C:35]2[CH:40]=[CH:39][CH:38]=[CH:37][CH:36]=2)(=[O:43])=[O:42])[C:3]1=[O:25])[C:19]1[CH:24]=[CH:23][CH:22]=[CH:21][CH:20]=1. The yield is 0.700. (10) The reactants are C(OC(=O)CNC[C:8]([C:10]1[C:15]([OH:16])=[CH:14][CH:13]=[CH:12][N:11]=1)=[O:9])C.[OH2:18].[OH-:19].[Na+]. The catalyst is C1COCC1.C(Cl)(Cl)Cl.C(O)(C)C. The product is [OH:16][C:15]1[C:10]([C:8]([N:11]([CH2:10][C:8]([OH:19])=[O:18])[CH3:12])=[O:9])=[N:11][CH:12]=[CH:13][CH:14]=1. The yield is 0.850.